From a dataset of Forward reaction prediction with 1.9M reactions from USPTO patents (1976-2016). Predict the product of the given reaction. (1) Given the reactants N[N:2]1[C:7](=[O:8])[C:6]2[C:9]3[CH2:15][CH2:14][N:13]([C:16]([O:18]C(C)(C)C)=O)[CH2:12][C:10]=3[S:11][C:5]=2[N:4]=[C:3]1[CH2:23][CH2:24][CH2:25][CH2:26][N:27]1[CH2:32][CH2:31][N:30]([C:33]2[CH:42]=[CH:41][C:40]3[C:35](=[CH:36][CH:37]=[CH:38][CH:39]=3)[N:34]=2)[CH2:29][CH2:28]1.N([O-])=O.[Na+].[C:47](=O)([O-])O.[Na+], predict the reaction product. The product is: [C:16]([N:13]1[CH2:14][CH2:15][C:9]2[C:6]3[C:7](=[O:8])[NH:2][C:3]([CH2:23][CH2:24][CH2:25][CH2:26][N:27]4[CH2:28][CH2:29][N:30]([C:33]5[CH:42]=[CH:41][C:40]6[C:35](=[CH:36][CH:37]=[CH:38][CH:39]=6)[N:34]=5)[CH2:31][CH2:32]4)=[N:4][C:5]=3[S:11][C:10]=2[CH2:12]1)(=[O:18])[CH3:47]. (2) The product is: [CH3:13][O:14][C:15]1[CH:16]=[CH:17][C:18]([S:21]([N:1]2[C:9]3[C:4](=[CH:5][CH:6]=[CH:7][CH:8]=3)[C:3]([C:10]([OH:12])=[O:11])=[CH:2]2)(=[O:23])=[O:22])=[CH:19][CH:20]=1. Given the reactants [NH:1]1[C:9]2[C:4](=[CH:5][CH:6]=[CH:7][CH:8]=2)[C:3]([C:10]([OH:12])=[O:11])=[CH:2]1.[CH3:13][O:14][C:15]1[CH:20]=[CH:19][C:18]([S:21](Cl)(=[O:23])=[O:22])=[CH:17][CH:16]=1.S([O-])(O)(=O)=O.[K+].O, predict the reaction product.